Dataset: Forward reaction prediction with 1.9M reactions from USPTO patents (1976-2016). Task: Predict the product of the given reaction. (1) Given the reactants [CH2:1]([O:3][C:4]([C:6]1[C:14]2[C:9](=[CH:10][CH:11]=[C:12]([OH:15])[CH:13]=2)[N:8]([C:16]2[CH:21]=[CH:20][C:19]([O:22][C:23]([F:26])([F:25])[F:24])=[CH:18][CH:17]=2)[C:7]=1[CH2:27][C:28]([O:30][CH2:31][CH3:32])=[O:29])=[O:5])[CH3:2].[Cl:33][C:34]1[CH:35]=[C:36](B(O)O)[CH:37]=[CH:38][C:39]=1[Cl:40], predict the reaction product. The product is: [CH2:1]([O:3][C:4]([C:6]1[C:14]2[C:9](=[CH:10][CH:11]=[C:12]([O:15][C:37]3[CH:36]=[CH:35][C:34]([Cl:33])=[C:39]([Cl:40])[CH:38]=3)[CH:13]=2)[N:8]([C:16]2[CH:17]=[CH:18][C:19]([O:22][C:23]([F:26])([F:24])[F:25])=[CH:20][CH:21]=2)[C:7]=1[CH2:27][C:28]([O:30][CH2:31][CH3:32])=[O:29])=[O:5])[CH3:2]. (2) Given the reactants [CH3:1][O:2][C:3]1[CH:4]=[C:5]([CH2:13]O)[CH:6]=[C:7]([C:9]([F:12])([F:11])[F:10])[CH:8]=1.C1(P(C2C=CC=CC=2)C2C=CC=CC=2)C=CC=CC=1.C1C(=O)N([Br:41])C(=O)C1.O, predict the reaction product. The product is: [Br:41][CH2:13][C:5]1[CH:6]=[C:7]([C:9]([F:12])([F:11])[F:10])[CH:8]=[C:3]([O:2][CH3:1])[CH:4]=1. (3) Given the reactants C([O:4][C:5]1[C:22]([I:23])=[CH:21][C:20]2[C@@H:19]3[C@H:10]([C@H:11]4[C@@:15]([CH2:17][CH2:18]3)([CH3:16])[C:14](=[O:24])[CH2:13][CH2:12]4)[C@@H:9]([O:25][C:26](=[O:28])[CH3:27])[CH2:8][C:7]=2[CH:6]=1)(=O)C.C(=O)(O)[O-].[Na+], predict the reaction product. The product is: [C:26]([O:25][C@H:9]1[CH2:8][C:7]2[CH:6]=[C:5]([OH:4])[C:22]([I:23])=[CH:21][C:20]=2[C@@H:19]2[C@@H:10]1[C@H:11]1[C@@:15]([CH2:17][CH2:18]2)([CH3:16])[C:14](=[O:24])[CH2:13][CH2:12]1)(=[O:28])[CH3:27]. (4) Given the reactants [F:1][C:2]1[CH:7]=[CH:6][CH:5]=[CH:4][C:3]=1[N:8]1[C:16]2[C:11](=[C:12]([N:17]3[CH2:24][C@H:23]4[C@H:19]([CH2:20][NH:21][CH2:22]4)[C:18]3=[O:25])[CH:13]=[CH:14][CH:15]=2)[CH:10]=[N:9]1.[NH2:26][C:27](=[O:32])[CH2:28][C:29](O)=[O:30].C(N(C(C)C)C(C)C)C.F[P-](F)(F)(F)(F)F.CN(C(N1C2C(=NC=CC=2)[N+]([O-])=N1)=[N+](C)C)C, predict the reaction product. The product is: [F:1][C:2]1[CH:7]=[CH:6][CH:5]=[CH:4][C:3]=1[N:8]1[C:16]2[C:11](=[C:12]([N:17]3[C:18](=[O:25])[C@H:19]4[CH2:20][N:21]([C:29](=[O:30])[CH2:28][C:27]([NH2:26])=[O:32])[CH2:22][C@H:23]4[CH2:24]3)[CH:13]=[CH:14][CH:15]=2)[CH:10]=[N:9]1. (5) Given the reactants Cl[C:2]1[C:26]([N+:27]([O-:29])=[O:28])=[CH:25][C:5]([C:6]([N:8]([CH:22]([CH3:24])[CH3:23])[C@@H:9]2[CH2:14][CH2:13][CH2:12][N:11]([C:15]([O:17][C:18]([CH3:21])([CH3:20])[CH3:19])=[O:16])[CH2:10]2)=[O:7])=[C:4]([C:30]([F:33])([F:32])[F:31])[CH:3]=1.[CH2:34]([NH2:36])[CH3:35], predict the reaction product. The product is: [CH2:34]([NH:36][C:2]1[C:26]([N+:27]([O-:29])=[O:28])=[CH:25][C:5]([C:6]([N:8]([CH:22]([CH3:24])[CH3:23])[C@@H:9]2[CH2:14][CH2:13][CH2:12][N:11]([C:15]([O:17][C:18]([CH3:21])([CH3:20])[CH3:19])=[O:16])[CH2:10]2)=[O:7])=[C:4]([C:30]([F:33])([F:32])[F:31])[CH:3]=1)[CH3:35]. (6) Given the reactants [Br:1][C:2]1[N:6]([CH2:7][C:8]2[CH:17]=[CH:16][C:11]([C:12]([O:14]C)=[O:13])=[CH:10][CH:9]=2)[N:5]=[CH:4][CH:3]=1.[OH-].[Na+].CO, predict the reaction product. The product is: [Br:1][C:2]1[N:6]([CH2:7][C:8]2[CH:17]=[CH:16][C:11]([C:12]([OH:14])=[O:13])=[CH:10][CH:9]=2)[N:5]=[CH:4][CH:3]=1.